From a dataset of Catalyst prediction with 721,799 reactions and 888 catalyst types from USPTO. Predict which catalyst facilitates the given reaction. (1) Product: [Cl:13][CH2:14][C:15]([N:1]1[CH2:5][CH2:4][CH2:3][CH2:2]1)=[O:16]. Reactant: [NH:1]1[CH2:5][CH2:4][CH2:3][CH2:2]1.C(N(CC)CC)C.[Cl:13][CH2:14][C:15](Cl)=[O:16]. The catalyst class is: 4. (2) Reactant: [N:1]1[C:11]2[N:10]([CH2:12][CH2:13][CH2:14][N:15]3C(=O)C4C(=CC=CC=4)C3=O)[C:9]3[CH:26]=[CH:27][CH:28]=[CH:29][C:8]=3[CH2:7][CH2:6][C:5]=2[CH:4]=[N:3][CH:2]=1.NN.O. Product: [N:1]1[C:11]2[N:10]([CH2:12][CH2:13][CH2:14][NH2:15])[C:9]3[CH:26]=[CH:27][CH:28]=[CH:29][C:8]=3[CH2:7][CH2:6][C:5]=2[CH:4]=[N:3][CH:2]=1. The catalyst class is: 14. (3) Reactant: [Cl-].O[NH3+:3].[C:4](=[O:7])([O-])[OH:5].[Na+].CS(C)=O.[C:13]([C:15]1[CH:20]=[CH:19][CH:18]=[CH:17][C:16]=1[C:21]1[CH:26]=[CH:25][C:24]([CH2:27][C:28]2[C:29](=[O:53])[N:30]([C@H:41]3[CH2:46][CH2:45][C@H:44]([O:47][CH:48]([CH3:52])[C:49]([NH2:51])=O)[CH2:43][CH2:42]3)[C:31]3[N:32]([N:37]=[C:38]([CH3:40])[N:39]=3)[C:33]=2[CH2:34][CH2:35][CH3:36])=[C:23]([F:54])[CH:22]=1)#[N:14]. Product: [F:54][C:23]1[CH:22]=[C:21]([C:16]2[CH:17]=[CH:18][CH:19]=[CH:20][C:15]=2[C:13]2[NH:14][C:4](=[O:7])[O:5][N:3]=2)[CH:26]=[CH:25][C:24]=1[CH2:27][C:28]1[C:29](=[O:53])[N:30]([C@H:41]2[CH2:46][CH2:45][C@H:44]([O:47][CH:48]([CH3:52])[C:49]#[N:51])[CH2:43][CH2:42]2)[C:31]2[N:32]([N:37]=[C:38]([CH3:40])[N:39]=2)[C:33]=1[CH2:34][CH2:35][CH3:36]. The catalyst class is: 13. (4) Reactant: [Br:1][C:2]1[C:3]([NH:15][CH2:16][CH:17]2[CH2:22][CH2:21][N:20](C(OCC3C=CC=CC=3)=O)[CH2:19][CH2:18]2)=[CH:4][C:5]([NH:8]C(=O)C(C)(C)C)=[N:6][CH:7]=1. Product: [Br:1][C:2]1[C:3]([NH:15][CH2:16][CH:17]2[CH2:18][CH2:19][NH:20][CH2:21][CH2:22]2)=[CH:4][C:5]([NH2:8])=[N:6][CH:7]=1. The catalyst class is: 33. (5) Reactant: O1CCCC1.C([NH:13][C:14]1[C:15]([CH3:27])=[C:16]([CH3:26])[C:17]2[O:21][C:20]([CH3:23])([CH3:22])[C:19](=[O:24])[C:18]=2[CH:25]=1)C1C=CC=CC=1. Product: [NH2:13][C:14]1[C:15]([CH3:27])=[C:16]([CH3:26])[C:17]2[O:21][C:20]([CH3:22])([CH3:23])[C:19](=[O:24])[C:18]=2[CH:25]=1. The catalyst class is: 352. (6) Reactant: [CH:1]1([C@H:7]([NH:15][C:16]([C:18]2[CH:23]=[CH:22][C:21]([C:24]3[CH:29]=[CH:28][C:27]([F:30])=[C:26]([F:31])[CH:25]=3)=[CH:20][C:19]=2[N+:32]([O-])=O)=[O:17])[C:8]([O:10][C:11]([CH3:14])([CH3:13])[CH3:12])=[O:9])[CH2:6][CH2:5][CH2:4][CH2:3][CH2:2]1. Product: [NH2:32][C:19]1[CH:20]=[C:21]([C:24]2[CH:29]=[CH:28][C:27]([F:30])=[C:26]([F:31])[CH:25]=2)[CH:22]=[CH:23][C:18]=1[C:16]([NH:15][C@@H:7]([CH:1]1[CH2:6][CH2:5][CH2:4][CH2:3][CH2:2]1)[C:8]([O:10][C:11]([CH3:12])([CH3:13])[CH3:14])=[O:9])=[O:17]. The catalyst class is: 63. (7) Reactant: F[P-](F)(F)(F)(F)F.N1(OC(N(C)C)=[N+](C)C)C2C=CC=CC=2N=N1.Cl.[N:26]1([CH2:32][CH2:33][CH2:34][O:35][C:36]2[CH:41]=[CH:40][C:39]([C:42]3([C:48]([OH:50])=O)[CH2:47][CH2:46][O:45][CH2:44][CH2:43]3)=[CH:38][CH:37]=2)[CH2:31][CH2:30][O:29][CH2:28][CH2:27]1.[NH:51]1[CH2:56][CH2:55][O:54][CH2:53][CH2:52]1.CCN(C(C)C)C(C)C. Product: [N:51]1([C:48]([C:42]2([C:39]3[CH:40]=[CH:41][C:36]([O:35][CH2:34][CH2:33][CH2:32][N:26]4[CH2:27][CH2:28][O:29][CH2:30][CH2:31]4)=[CH:37][CH:38]=3)[CH2:47][CH2:46][O:45][CH2:44][CH2:43]2)=[O:50])[CH2:56][CH2:55][O:54][CH2:53][CH2:52]1. The catalyst class is: 9. (8) Reactant: [H-].[Na+].[N:3]1([CH2:8][CH2:9][CH2:10][CH2:11][C:12]2[CH:17]=[CH:16][C:15]([OH:18])=[CH:14][CH:13]=2)[CH:7]=[CH:6][N:5]=[N:4]1.Cl[CH2:20][C:21]1[N:22]=[C:23]([CH:26]=[CH:27][C:28]2[CH:33]=[CH:32][CH:31]=[C:30]([C:34]([F:37])([F:36])[F:35])[CH:29]=2)[O:24][CH:25]=1. Product: [F:37][C:34]([F:35])([F:36])[C:30]1[CH:29]=[C:28](/[CH:27]=[CH:26]/[C:23]2[O:24][CH:25]=[C:21]([CH2:20][O:18][C:15]3[CH:14]=[CH:13][C:12]([CH2:11][CH2:10][CH2:9][CH2:8][N:3]4[CH:7]=[CH:6][N:5]=[N:4]4)=[CH:17][CH:16]=3)[N:22]=2)[CH:33]=[CH:32][CH:31]=1. The catalyst class is: 9. (9) Reactant: [C:1]([O:5][C:6]([N:8]1[CH2:13][CH2:12][N:11]([C:14]2[C:15]([C:29]3[CH:34]=[C:33]([Cl:35])[C:32]([O:36][CH2:37][C:38]4[CH:43]=[CH:42][CH:41]=[CH:40][CH:39]=4)=[CH:31][C:30]=3[O:44][CH2:45][C:46]3[CH:51]=[CH:50][CH:49]=[CH:48][CH:47]=3)=[N:16][N:17]([S:19]([C:22]3[CH:27]=[CH:26][C:25]([CH3:28])=[CH:24][CH:23]=3)(=[O:21])=[O:20])[CH:18]=2)[CH2:10][CH2:9]1)=[O:7])([CH3:4])([CH3:3])[CH3:2].[CH3:52]I. Product: [C:1]([O:5][C:6]([N:8]1[CH2:9][CH2:10][N:11]([C:14]2[C:15]([C:29]3[CH:34]=[C:33]([Cl:35])[C:32]([O:36][CH2:37][C:38]4[CH:39]=[CH:40][CH:41]=[CH:42][CH:43]=4)=[CH:31][C:30]=3[O:44][CH2:45][C:46]3[CH:51]=[CH:50][CH:49]=[CH:48][CH:47]=3)=[N:16][N:17]([S:19]([C:22]3[CH:23]=[CH:24][C:25]([CH3:28])=[CH:26][CH:27]=3)(=[O:20])=[O:21])[C:18]=2[CH3:52])[CH2:12][CH2:13]1)=[O:7])([CH3:4])([CH3:2])[CH3:3]. The catalyst class is: 7. (10) Reactant: [CH2:1]([O:8][C:9]1[CH:14]=[C:13]([OH:15])[C:12]([C:16](=[O:18])[CH3:17])=[C:11]([O:19][CH3:20])[C:10]=1[O:21][CH3:22])[C:2]1[CH:7]=[CH:6][CH:5]=[CH:4][CH:3]=1.[OH-].[K+].O=[CH:26][C:27]1[CH:35]=[CH:34][C:31]([O:32][CH3:33])=[C:29]([OH:30])[CH:28]=1. Product: [CH2:1]([O:8][C:9]1[CH:14]=[C:13]([OH:15])[C:12]([C:16](=[O:18])/[CH:17]=[CH:26]/[C:27]2[CH:35]=[CH:34][C:31]([O:32][CH3:33])=[C:29]([OH:30])[CH:28]=2)=[C:11]([O:19][CH3:20])[C:10]=1[O:21][CH3:22])[C:2]1[CH:3]=[CH:4][CH:5]=[CH:6][CH:7]=1. The catalyst class is: 14.